Dataset: Catalyst prediction with 721,799 reactions and 888 catalyst types from USPTO. Task: Predict which catalyst facilitates the given reaction. (1) Reactant: [CH2:1]([N:8]1[CH2:12][CH2:11][C@H:10]([NH2:13])[CH2:9]1)[C:2]1[CH:7]=[CH:6][CH:5]=[CH:4][CH:3]=1.[F:14][C:15]1[CH:20]=[C:19]([F:21])[CH:18]=[CH:17][C:16]=1[Bi]([C:18]1[CH:17]=[CH:16][C:15]([F:14])=[CH:20][C:19]=1[F:21])[C:18]1[CH:17]=[CH:16][C:15]([F:14])=[CH:20][C:19]=1[F:21]. The catalyst class is: 749. Product: [CH2:1]([N:8]1[CH2:12][CH2:11][C@H:10]([NH:13][C:18]2[CH:17]=[CH:16][C:15]([F:14])=[CH:20][C:19]=2[F:21])[CH2:9]1)[C:2]1[CH:3]=[CH:4][CH:5]=[CH:6][CH:7]=1. (2) Reactant: [Cl:1][C:2]1[CH:7]=[CH:6][C:5](I)=[CH:4][CH:3]=1.[Li]CCCC.[O:14]=[C:15]1[CH2:20][CH2:19][N:18]([C:21]([O:23][C:24]([CH3:27])([CH3:26])[CH3:25])=[O:22])[CH2:17][CH2:16]1. Product: [Cl:1][C:2]1[CH:7]=[CH:6][C:5]([C:15]2([OH:14])[CH2:16][CH2:17][N:18]([C:21]([O:23][C:24]([CH3:26])([CH3:25])[CH3:27])=[O:22])[CH2:19][CH2:20]2)=[CH:4][CH:3]=1. The catalyst class is: 7. (3) Reactant: [NH2:1][CH:2]1[CH2:7][N:6]([C:8](=[O:20])[C:9]2[CH:14]=[CH:13][CH:12]=[C:11]([C:15]3[O:16][CH:17]=[CH:18][CH:19]=3)[CH:10]=2)[CH2:5][CH:4]([C:21]([NH:23][C:24]2[CH:29]=[CH:28][C:27]([Cl:30])=[CH:26][CH:25]=2)=[O:22])[CH2:3]1.C(N(CC)CC)C.[C:38](Cl)(=[O:45])[C:39]1[CH:44]=[CH:43][CH:42]=[CH:41][CH:40]=1. Product: [C:38]([NH:1][CH:2]1[CH2:7][N:6]([C:8](=[O:20])[C:9]2[CH:14]=[CH:13][CH:12]=[C:11]([C:15]3[O:16][CH:17]=[CH:18][CH:19]=3)[CH:10]=2)[CH2:5][CH:4]([C:21]([NH:23][C:24]2[CH:25]=[CH:26][C:27]([Cl:30])=[CH:28][CH:29]=2)=[O:22])[CH2:3]1)(=[O:45])[C:39]1[CH:44]=[CH:43][CH:42]=[CH:41][CH:40]=1. The catalyst class is: 4. (4) Reactant: [CH2:1]([C:3]1[CH:8]=[CH:7][CH:6]=[C:5]([CH2:9][CH3:10])[C:4]=1[NH:11][C:12]1[CH:17]=[CH:16][C:15]([C:18]2[CH:23]=[CH:22][CH:21]=[CH:20][CH:19]=2)=[CH:14][C:13]=1[N+:24]([O-])=O)[CH3:2]. Product: [CH2:9]([C:5]1[CH:6]=[CH:7][CH:8]=[C:3]([CH2:1][CH3:2])[C:4]=1[NH:11][C:12]1[CH:17]=[CH:16][C:15]([C:18]2[CH:23]=[CH:22][CH:21]=[CH:20][CH:19]=2)=[CH:14][C:13]=1[NH2:24])[CH3:10]. The catalyst class is: 13. (5) Product: [CH2:21]([N:18]1[C:4]2[N:5]=[C:6]([S:8]([C:11]3[CH:12]=[CH:13][C:14]([F:17])=[CH:15][CH:16]=3)(=[O:10])=[O:9])[N:7]=[C:2]([NH:23][C:24]3[CH:28]=[CH:27][NH:26][N:25]=3)[C:3]=2[CH:20]=[CH:19]1)[CH3:22]. Reactant: Cl[C:2]1[C:3]2[CH:20]=[CH:19][N:18]([CH2:21][CH3:22])[C:4]=2[N:5]=[C:6]([S:8]([C:11]2[CH:16]=[CH:15][C:14]([F:17])=[CH:13][CH:12]=2)(=[O:10])=[O:9])[N:7]=1.[NH2:23][C:24]1[CH:28]=[CH:27][NH:26][N:25]=1.[I-].[Na+].CCN(C(C)C)C(C)C. The catalyst class is: 3. (6) Reactant: Cl.CN[O:4][CH3:5].[N:6]1[CH:11]=[CH:10][CH:9]=[CH:8][CH:7]=1.C1(C(Cl)=[O:16])CC1. Product: [CH3:5][O:4][CH2:11][NH:6][C:7]([CH:8]1[CH2:10][CH2:9]1)=[O:16]. The catalyst class is: 2. (7) Reactant: S[C:2]1[O:3][C:4]2[C:5](=[C:7]([C:11]#[N:12])[CH:8]=[CH:9][CH:10]=2)[N:6]=1.S(Cl)([Cl:15])=O. Product: [Cl:15][C:2]1[O:3][C:4]2[C:5](=[C:7]([C:11]#[N:12])[CH:8]=[CH:9][CH:10]=2)[N:6]=1. The catalyst class is: 3.